Dataset: Full USPTO retrosynthesis dataset with 1.9M reactions from patents (1976-2016). Task: Predict the reactants needed to synthesize the given product. (1) Given the product [CH:13]1([N:8]2[CH2:9][CH2:10][C:11](=[O:12])[CH2:6][C:7]2=[O:19])[CH2:18][CH2:17][CH2:16][CH2:15][CH2:14]1, predict the reactants needed to synthesize it. The reactants are: C(OC([CH:6]1[C:11](=[O:12])[CH2:10][CH2:9][N:8]([CH:13]2[CH2:18][CH2:17][CH2:16][CH2:15][CH2:14]2)[C:7]1=[O:19])=O)C.O. (2) Given the product [Cl:1][C:2]1[N:7]=[CH:6][C:5]([CH2:8][N:9]2[CH:14]=[CH:13][CH:12]=[CH:11][C:10]2=[N:15][C:16](=[N:23][CH3:22])[C:17]([F:20])([F:19])[F:18])=[CH:4][CH:3]=1, predict the reactants needed to synthesize it. The reactants are: [Cl:1][C:2]1[N:7]=[CH:6][C:5]([CH2:8][N:9]2[CH:14]=[CH:13][CH:12]=[CH:11][C:10]2=[N:15][C:16](=S)[C:17]([F:20])([F:19])[F:18])=[CH:4][CH:3]=1.[CH3:22][NH2:23]. (3) Given the product [NH2:14][C:11]1[CH:12]=[CH:13][C:8]([O:7][CH2:6][CH2:5][N:4]([CH:19]([CH3:20])[CH3:21])[CH:1]([CH3:3])[CH3:2])=[C:9]([O:17][CH3:18])[CH:10]=1, predict the reactants needed to synthesize it. The reactants are: [CH:1]([N:4]([CH:19]([CH3:21])[CH3:20])[CH2:5][CH2:6][O:7][C:8]1[CH:13]=[CH:12][C:11]([N+:14]([O-])=O)=[CH:10][C:9]=1[O:17][CH3:18])([CH3:3])[CH3:2].[H][H]. (4) Given the product [F:1][C:2]1[CH:3]=[C:4]2[C:8](=[CH:9][CH:10]=1)[NH:7][C:6]([C:18]1[CH:23]=[CH:22][C:21]([NH:24][CH3:25])=[N:20][CH:19]=1)=[CH:5]2, predict the reactants needed to synthesize it. The reactants are: [F:1][C:2]1[CH:3]=[C:4]2[C:8](=[CH:9][CH:10]=1)[N:7](C(OC(C)(C)C)=O)[C:6]([C:18]1[CH:19]=[N:20][C:21]([NH:24][CH3:25])=[CH:22][CH:23]=1)=[CH:5]2.C(O)(C(F)(F)F)=O.C([O-])(O)=O.[Na+].CCOC(C)=O. (5) The reactants are: [Cl:1][C:2]1[CH:11]=[CH:10][C:9]2[C:8](=[O:12])[CH2:7][C:6]([CH3:14])([CH3:13])[CH2:5][C:4]=2[N:3]=1.C(=O)([O-])[O-].[K+].[K+].[CH2:21]([NH2:28])[C:22]1[CH:27]=[CH:26][CH:25]=[CH:24][CH:23]=1.[H-].[Na+]. Given the product [ClH:1].[CH2:21]([NH:28][C:2]1[CH:11]=[CH:10][C:9]2[C:8](=[O:12])[CH2:7][C:6]([CH3:14])([CH3:13])[CH2:5][C:4]=2[N:3]=1)[C:22]1[CH:27]=[CH:26][CH:25]=[CH:24][CH:23]=1, predict the reactants needed to synthesize it. (6) Given the product [F:26][C:23]1[CH:24]=[CH:25][C:20]([C:18]([CH3:19])=[CH:17][N:6]2[C:5]3[N:4]=[CH:3][C:2]([CH3:1])=[CH:14][C:13]=3[C:12]3[CH2:11][N:10]([CH3:15])[CH2:9][CH2:8][C:7]2=3)=[CH:21][CH:22]=1, predict the reactants needed to synthesize it. The reactants are: [CH3:1][C:2]1[CH:3]=[N:4][C:5]2[NH:6][C:7]3[CH2:8][CH2:9][N:10]([CH3:15])[CH2:11][C:12]=3[C:13]=2[CH:14]=1.Br[CH:17]=[C:18]([C:20]1[CH:25]=[CH:24][C:23]([F:26])=[CH:22][CH:21]=1)[CH3:19].P([O-])([O-])([O-])=O.[K+].[K+].[K+].N1CCC[C@H]1C(O)=O. (7) Given the product [CH2:53]([O:56][C:57](=[O:73])[CH2:58][C@@H:59]([N:72]1[CH:87]=[CH:88][C:84]([C:83](=[O:8])[CH2:82][C:79]2[CH:80]=[CH:81][C:76]([C:74]#[N:75])=[CH:77][CH:78]=2)=[CH:85]1)[C:60]([NH:62][C@H:63]([C:68](=[O:71])[NH:69][CH3:70])[C:64]([CH3:65])([CH3:66])[CH3:67])=[O:61])[CH:54]=[CH2:55], predict the reactants needed to synthesize it. The reactants are: C([O:8]C(=O)CC(N1C=CC(C2C=CC=CC=2)=C1)C(NC1CC2=CN(C3C2=CC=CC=3)CCOCCNC1=O)=O)C1C=CC=CC=1.FC(F)(F)C(O)=O.[CH2:53]([O:56][C:57](=[O:73])[CH2:58][C@@H:59]([NH2:72])[C:60]([NH:62][C@H:63]([C:68](=[O:71])[NH:69][CH3:70])[C:64]([CH3:67])([CH3:66])[CH3:65])=[O:61])[CH:54]=[CH2:55].[C:74]([C:76]1[CH:81]=[CH:80][C:79]([C:82]#[C:83][CH:84]2[CH2:88][CH:87](OC)O[CH:85]2OC)=[CH:78][CH:77]=1)#[N:75].FC(F)(F)C(O)=O. (8) Given the product [F:29][C:11]1[C:12]([CH3:28])=[C:13]([O:16][C@H:17]2[CH2:21][CH2:20][CH2:19][C@@H:18]2[C:22]2[N:26]([CH3:27])[N:25]=[CH:24][CH:23]=2)[CH:14]=[CH:15][C:10]=1[S:7]([NH:6][C:30]1[CH:35]=[CH:34][N:33]=[CH:32][N:31]=1)(=[O:8])=[O:9], predict the reactants needed to synthesize it. The reactants are: COC1C=C(OC)C=CC=1C[N:6]([C:30]1[CH:35]=[CH:34][N:33]=[CH:32][N:31]=1)[S:7]([C:10]1[CH:15]=[CH:14][C:13]([O:16][C@H:17]2[CH2:21][CH2:20][CH2:19][C@@H:18]2[C:22]2[N:26]([CH3:27])[N:25]=[CH:24][CH:23]=2)=[C:12]([CH3:28])[C:11]=1[F:29])(=[O:9])=[O:8].C([SiH](CC)CC)C.FC(F)(F)C(O)=O. (9) The reactants are: [Cl:1][C:2]1[CH:24]=[C:23]([Cl:25])[CH:22]=[CH:21][C:3]=1[CH2:4][N:5]1[C:9](/[CH:10]=[CH:11]/[C:12]([O:14][CH2:15][CH3:16])=[O:13])=[CH:8][C:7]([O:17][CH2:18][O:19][CH3:20])=[N:6]1. Given the product [Cl:1][C:2]1[CH:24]=[C:23]([Cl:25])[CH:22]=[CH:21][C:3]=1[CH2:4][N:5]1[C:9]([CH2:10][CH2:11][C:12]([O:14][CH2:15][CH3:16])=[O:13])=[CH:8][C:7]([O:17][CH2:18][O:19][CH3:20])=[N:6]1, predict the reactants needed to synthesize it. (10) Given the product [F:1][C:2]1[C:10]([N:11]([CH3:12])[C:13](=[O:20])[C:14]2[CH:19]=[CH:18][CH:17]=[CH:16][CH:15]=2)=[CH:9][CH:8]=[CH:7][C:29]=1[C:28]([O:31][CH3:32])=[O:30], predict the reactants needed to synthesize it. The reactants are: [F:1][C:2]1[C:10]([NH:11][CH3:12])=[CH:9][CH:8]=[CH:7]C=1C(O)=O.[C:13](Cl)(=[O:20])[C:14]1[CH:19]=[CH:18][CH:17]=[CH:16][CH:15]=1.N1C=CC=CC=1.[C:28]([O:31][CH2:32]C)(=[O:30])[CH3:29].